This data is from Catalyst prediction with 721,799 reactions and 888 catalyst types from USPTO. The task is: Predict which catalyst facilitates the given reaction. Reactant: [OH:1][CH2:2][C@H:3]1[C@@H:7]([OH:8])[CH:6]=[CH:5][CH2:4]1.ClC1C=CC=C(C(OO)=[O:17])C=1. Product: [OH:1][CH2:2][C@@H:3]1[CH2:4][C@H:5]2[C@H:6]([O:17]2)[C@@H:7]1[OH:8]. The catalyst class is: 2.